Dataset: Forward reaction prediction with 1.9M reactions from USPTO patents (1976-2016). Task: Predict the product of the given reaction. Given the reactants [NH:1]1[CH:5]=[N:4][C:3]([C:6]2[CH:7]=[C:8]3[C:12](=[CH:13][CH:14]=2)[NH:11][N:10]=[C:9]3[C:15]2[CH:20]=[CH:19][CH:18]=[C:17]([O:21][CH2:22][CH2:23][N:24]3[CH2:29][CH2:28][NH:27][CH2:26][CH2:25]3)[CH:16]=2)=[N:2]1.N1C=CC=CC=1.C(N(CC)CC)C.[C:43](OC(=O)C)(=[O:45])[CH3:44].[OH-].[NH4+], predict the reaction product. The product is: [NH:2]1[C:3]([C:6]2[CH:7]=[C:8]3[C:12](=[CH:13][CH:14]=2)[NH:11][N:10]=[C:9]3[C:15]2[CH:16]=[C:17]([CH:18]=[CH:19][CH:20]=2)[O:21][CH2:22][CH2:23][N:24]2[CH2:29][CH2:28][N:27]([C:43](=[O:45])[CH3:44])[CH2:26][CH2:25]2)=[N:4][CH:5]=[N:1]1.